Dataset: Forward reaction prediction with 1.9M reactions from USPTO patents (1976-2016). Task: Predict the product of the given reaction. (1) Given the reactants [CH3:1][C:2]1[CH:3]=[C:4]([C:12]2[C:18]3[CH:19]=[C:20]4[O:25][CH2:24][O:23][C:21]4=[CH:22][C:17]=3[CH2:16][C@@H:15]([CH3:26])[N:14]([C:27](=[S:29])[NH2:28])[N:13]=2)[CH:5]=[C:6]([CH3:11])[C:7]=1[N+:8]([O-:10])=[O:9].[CH2:30](OC(OCC)CBr)[CH3:31], predict the reaction product. The product is: [CH3:11][C:6]1[CH:5]=[C:4]([C:12]2[C:18]3[CH:19]=[C:20]4[O:25][CH2:24][O:23][C:21]4=[CH:22][C:17]=3[CH2:16][C@@H:15]([CH3:26])[N:14]([C:27]3[S:29][CH:30]=[CH:31][N:28]=3)[N:13]=2)[CH:3]=[C:2]([CH3:1])[C:7]=1[N+:8]([O-:10])=[O:9]. (2) Given the reactants [F:1][C:2]1[CH:24]=[CH:23][CH:22]=[CH:21][C:3]=1[C:4]([NH:6][C:7]1[C:16]2[C:11](=[CH:12][CH:13]=[CH:14][CH:15]=2)[C:10]([S:17](Cl)(=[O:19])=[O:18])=[CH:9][CH:8]=1)=[O:5].[N:25]([CH:28]([CH3:30])C)=[C:26]=[O:27], predict the reaction product. The product is: [C:26]([N:25]1[CH2:28][CH2:30][CH:4]([NH:6][S:17]([C:10]2[C:11]3[C:16](=[CH:15][CH:14]=[CH:13][CH:12]=3)[C:7]([NH:6][C:4](=[O:5])[C:3]3[CH:21]=[CH:22][CH:23]=[CH:24][C:2]=3[F:1])=[CH:8][CH:9]=2)(=[O:19])=[O:18])[CH2:3][CH2:2]1)(=[O:27])[CH2:8][CH2:7][CH3:16]. (3) Given the reactants [Cl:1][C:2]1[CH:7]=[C:6]([O:8][CH2:9][CH2:10][CH2:11][S:12]([CH3:15])(=[O:14])=[O:13])[CH:5]=[CH:4][C:3]=1[C:16]1[CH:21]=[CH:20][CH:19]=[C:18]([CH2:22][O:23][C:24]2[CH:29]=[CH:28][C:27]([C:30]3([CH2:34][C:35]([O:37]CC)=[O:36])[CH2:33][O:32][CH2:31]3)=[CH:26][CH:25]=2)[CH:17]=1.O.[OH-].[Li+], predict the reaction product. The product is: [Cl:1][C:2]1[CH:7]=[C:6]([O:8][CH2:9][CH2:10][CH2:11][S:12]([CH3:15])(=[O:13])=[O:14])[CH:5]=[CH:4][C:3]=1[C:16]1[CH:21]=[CH:20][CH:19]=[C:18]([CH2:22][O:23][C:24]2[CH:29]=[CH:28][C:27]([C:30]3([CH2:34][C:35]([OH:37])=[O:36])[CH2:31][O:32][CH2:33]3)=[CH:26][CH:25]=2)[CH:17]=1.